Dataset: Full USPTO retrosynthesis dataset with 1.9M reactions from patents (1976-2016). Task: Predict the reactants needed to synthesize the given product. (1) Given the product [C:1]([C:4]1[C:22](=[O:23])[C@@:8]2([CH3:24])[C:9]3[C:15]([OH:16])=[CH:14][C:13]([O:17][CH3:18])=[C:12]([C:19]([NH:21][CH2:33][C:32]4[C:31]([F:35])=[C:30]([F:36])[C:29]([F:37])=[C:28]([F:38])[C:27]=4[F:26])=[O:20])[C:10]=3[O:11][C:7]2=[CH:6][C:5]=1[OH:25])(=[O:3])[CH3:2], predict the reactants needed to synthesize it. The reactants are: [C:1]([C:4]1[C:22](=[O:23])[C@@:8]2([CH3:24])[C:9]3[C:15]([OH:16])=[CH:14][C:13]([O:17][CH3:18])=[C:12]([C:19]([NH2:21])=[O:20])[C:10]=3[O:11][C:7]2=[CH:6][C:5]=1[OH:25])(=[O:3])[CH3:2].[F:26][C:27]1[C:32]([CH:33]=O)=[C:31]([F:35])[C:30]([F:36])=[C:29]([F:37])[C:28]=1[F:38].C([SiH](CC)CC)C.FC(F)(F)C(O)=O. (2) Given the product [C:12]([N+:16]([O-:17])=[CH:1][C:3]1[S:4][CH:5]=[CH:6][C:7]=1[C:8]([OH:10])=[O:9])([CH3:15])([CH3:14])[CH3:13], predict the reactants needed to synthesize it. The reactants are: [CH:1]([C:3]1[S:4][CH:5]=[CH:6][C:7]=1[C:8]([OH:10])=[O:9])=O.Cl.[C:12]([NH:16][OH:17])([CH3:15])([CH3:14])[CH3:13]. (3) Given the product [F:1][C:2]1[CH:3]=[CH:4][C:5]([CH:8]2[C:16]3[C:11](=[C:12]([N+:25]([O-:27])=[O:26])[CH:13]=[CH:14][C:15]=3[O:17][CH3:18])[C:10](=[O:19])[O:9]2)=[CH:6][CH:7]=1, predict the reactants needed to synthesize it. The reactants are: [F:1][C:2]1[CH:7]=[CH:6][C:5]([CH:8]2[C:16]3[C:11](=[CH:12][CH:13]=[CH:14][C:15]=3[O:17][CH3:18])[C:10](=[O:19])[O:9]2)=[CH:4][CH:3]=1.OS(O)(=O)=O.[N+:25]([O-])([OH:27])=[O:26].O. (4) Given the product [NH2:41][C:40](=[O:56])[CH2:39][S:36]([NH:35][C:33]([C:30]1[CH:31]=[CH:32][C:27]([C:24]2[CH:23]=[CH:22][C:21]([CH2:20][CH2:19][N:11]([CH2:10][C@H:9]([O:8][Si:1]([C:4]([CH3:5])([CH3:6])[CH3:7])([CH3:3])[CH3:2])[C:49]3[CH:50]=[N:51][CH:52]=[CH:53][CH:54]=3)[C:12](=[O:18])[O:13][C:14]([CH3:17])([CH3:15])[CH3:16])=[CH:26][CH:25]=2)=[CH:28][C:29]=1[O:42][CH:43]1[CH2:44][CH2:45][CH2:46][CH2:47][CH2:48]1)=[O:34])(=[O:38])=[O:37], predict the reactants needed to synthesize it. The reactants are: [Si:1]([O:8][C@H:9]([C:49]1[CH:50]=[N:51][CH:52]=[CH:53][CH:54]=1)[CH2:10][N:11]([CH2:19][CH2:20][C:21]1[CH:26]=[CH:25][C:24]([C:27]2[CH:32]=[CH:31][C:30]([C:33]([NH:35][S:36]([CH2:39][C:40]#[N:41])(=[O:38])=[O:37])=[O:34])=[C:29]([O:42][CH:43]3[CH2:48][CH2:47][CH2:46][CH2:45][CH2:44]3)[CH:28]=2)=[CH:23][CH:22]=1)[C:12](=[O:18])[O:13][C:14]([CH3:17])([CH3:16])[CH3:15])([C:4]([CH3:7])([CH3:6])[CH3:5])([CH3:3])[CH3:2].C(=O)([O-])[O-:56].[K+].[K+].OO.Cl.